From a dataset of Reaction yield outcomes from USPTO patents with 853,638 reactions. Predict the reaction yield, written as a fraction of the theoretical maximum amount of product (1.0 means a 100% yield; for example, 0.34 means a 34% yield). (1) The reactants are C([NH:9][C:10]1[S:11][CH2:12][CH:13]2[CH2:18][N:17]([C:19]3[N:24]=[CH:23][C:22]([F:25])=[CH:21][N:20]=3)[CH2:16][C:14]2([C:26]2[CH:27]=[C:28]([NH:33][C:34]([C:36]3[CH:41]=[CH:40][C:39]([F:42])=[CH:38][N:37]=3)=[O:35])[CH:29]=[CH:30][C:31]=2[F:32])[N:15]=1)(=O)C1C=CC=CC=1.Cl.CON.N1C=CC=CC=1.CS(C)=O. The catalyst is C(O)C. The product is [NH2:9][C:10]1[S:11][CH2:12][CH:13]2[CH2:18][N:17]([C:19]3[N:24]=[CH:23][C:22]([F:25])=[CH:21][N:20]=3)[CH2:16][C:14]2([C:26]2[CH:27]=[C:28]([NH:33][C:34]([C:36]3[CH:41]=[CH:40][C:39]([F:42])=[CH:38][N:37]=3)=[O:35])[CH:29]=[CH:30][C:31]=2[F:32])[N:15]=1. The yield is 0.960. (2) The reactants are [CH2:1]([N:3]1[C:12]2[C:7](=[CH:8][C:9]([NH:13][C:14](=[O:22])[CH2:15][CH:16]([CH3:21])[CH2:17][N+:18]([O-])=O)=[CH:10][CH:11]=2)[C:6](=[O:23])[N:5]([CH2:24][CH3:25])[C:4]1=[O:26])[CH3:2].[H][H]. The catalyst is C(O)(=O)C.[Pd].[Zn]. The product is [NH2:18][CH2:17][CH:16]([CH3:21])[CH2:15][C:14]([NH:13][C:9]1[CH:8]=[C:7]2[C:12](=[CH:11][CH:10]=1)[N:3]([CH2:1][CH3:2])[C:4](=[O:26])[N:5]([CH2:24][CH3:25])[C:6]2=[O:23])=[O:22]. The yield is 0.718. (3) The reactants are C(N(CC)CC)C.[CH3:8][C:9]1([CH3:17])[O:14][C:13](=[O:15])[CH2:12][C:11](=[O:16])[O:10]1.[Cl:18][C:19]1[CH:24]=[CH:23][CH:22]=[C:21]([N:25]=[C:26]=[O:27])[CH:20]=1.Cl. The catalyst is CN(C)C=O. The product is [Cl:18][C:19]1[CH:20]=[C:21]([NH:25][C:26]([OH:27])=[C:12]2[C:13](=[O:15])[O:14][C:9]([CH3:17])([CH3:8])[O:10][C:11]2=[O:16])[CH:22]=[CH:23][CH:24]=1. The yield is 0.750. (4) The catalyst is [Ni]. The product is [NH2:14][C:10]1[CH:11]=[C:12]2[C:7](=[C:8]([C:17]([O:19][CH3:20])=[O:18])[CH:9]=1)[NH:6][C:5]([C:1]([CH3:4])([CH3:3])[CH3:2])=[CH:13]2. The yield is 0.680. The reactants are [C:1]([C:5]1[NH:6][C:7]2[C:12]([CH:13]=1)=[CH:11][C:10]([N+:14]([O-])=O)=[CH:9][C:8]=2[C:17]([O-:19])=[O:18])([CH3:4])([CH3:3])[CH3:2].[CH3:20]O.